This data is from Merck oncology drug combination screen with 23,052 pairs across 39 cell lines. The task is: Regression. Given two drug SMILES strings and cell line genomic features, predict the synergy score measuring deviation from expected non-interaction effect. (1) Drug 1: O=C(O)C1(Cc2cccc(Nc3nccs3)n2)CCC(Oc2cccc(Cl)c2F)CC1. Drug 2: O=C(NOCC(O)CO)c1ccc(F)c(F)c1Nc1ccc(I)cc1F. Cell line: DLD1. Synergy scores: synergy=13.4. (2) Drug 1: CC(C)CC(NC(=O)C(Cc1ccccc1)NC(=O)c1cnccn1)B(O)O. Drug 2: Cc1nc(Nc2ncc(C(=O)Nc3c(C)cccc3Cl)s2)cc(N2CCN(CCO)CC2)n1. Cell line: SW620. Synergy scores: synergy=20.4. (3) Drug 1: O=P1(N(CCCl)CCCl)NCCCO1. Drug 2: Cn1cc(-c2cnn3c(N)c(Br)c(C4CCCNC4)nc23)cn1. Cell line: KPL1. Synergy scores: synergy=-18.7.